Dataset: Full USPTO retrosynthesis dataset with 1.9M reactions from patents (1976-2016). Task: Predict the reactants needed to synthesize the given product. Given the product [C:1]([O:5][C:6]([N:8]1[CH2:13][CH2:12][CH:11]([N:14]2[CH2:15][CH2:16][CH:17]([O:20][C:21](=[O:28])[C:22]3[CH:27]=[CH:26][CH:25]=[CH:24][CH:23]=3)[CH2:18][CH2:19]2)[CH2:10][CH2:9]1)=[O:7])([CH3:4])([CH3:2])[CH3:3], predict the reactants needed to synthesize it. The reactants are: [C:1]([O:5][C:6]([N:8]1[CH2:13][CH2:12][CH:11]([N:14]2[CH2:19][CH2:18][CH:17]([OH:20])[CH2:16][CH2:15]2)[CH2:10][CH2:9]1)=[O:7])([CH3:4])([CH3:3])[CH3:2].[C:21](Cl)(=[O:28])[C:22]1[CH:27]=[CH:26][CH:25]=[CH:24][CH:23]=1.